From a dataset of Forward reaction prediction with 1.9M reactions from USPTO patents (1976-2016). Predict the product of the given reaction. (1) Given the reactants [Cl:1][C:2]1[C:3]([C:8]2[CH:9]=[C:10]3[C:14](=[C:15]([O:17][CH2:18][CH2:19][C:20]4[CH:25]=[CH:24][CH:23]=[CH:22][N:21]=4)[CH:16]=2)[NH:13][N:12]=[C:11]3[N:26]2[C:34](=[O:35])[C:33]3[C:28](=[CH:29][CH:30]=[CH:31][CH:32]=3)[C:27]2=[O:36])=[N:4][CH:5]=[CH:6][CH:7]=1.CN(C)C=O.[H-].[Na+].[CH3:44][O:45][CH2:46]Cl, predict the reaction product. The product is: [Cl:1][C:2]1[C:3]([C:8]2[CH:9]=[C:10]3[C:14](=[C:15]([O:17][CH2:18][CH2:19][C:20]4[CH:25]=[CH:24][CH:23]=[CH:22][N:21]=4)[CH:16]=2)[N:13]([CH2:44][O:45][CH3:46])[N:12]=[C:11]3[N:26]2[C:27](=[O:36])[C:28]3[C:33](=[CH:32][CH:31]=[CH:30][CH:29]=3)[C:34]2=[O:35])=[N:4][CH:5]=[CH:6][CH:7]=1. (2) Given the reactants [CH3:1][N:2]([C@H:10]1[CH2:14][CH2:13][N:12]([CH2:15][CH2:16][S:17]([CH3:20])(=[O:19])=[O:18])[CH2:11]1)[C:3]1[CH:8]=[CH:7][C:6]([NH2:9])=[CH:5][CH:4]=1.[NH2:21][C:22]1[CH:23]=[C:24]([CH:49]=[CH:50][CH:51]=1)[O:25][C:26]1[C:27]2C=CN[C:28]=2[N:29]=[C:30](NC2C=C(F)C(OCCOC)=C(F)C=2)[N:31]=1.[C:52]([O-:55])([O-])=O.[K+].[K+].C1(P([CH:86]2[CH2:91]CCCC2)C2C=CC=CC=2C2C(C(C)C)=CC(C(C)C)=CC=2C(C)C)CCCCC1.[CH3:92][OH:93], predict the reaction product. The product is: [CH3:92][O:93][C:27]1[C:26]([O:25][C:24]2[CH:23]=[C:22]([NH:21][C:52](=[O:55])[CH:91]=[CH2:86])[CH:51]=[CH:50][CH:49]=2)=[N:31][C:30]([NH:9][C:6]2[CH:5]=[CH:4][C:3]([N:2]([CH3:1])[C@H:10]3[CH2:14][CH2:13][N:12]([CH2:15][CH2:16][S:17]([CH3:20])(=[O:18])=[O:19])[CH2:11]3)=[CH:8][CH:7]=2)=[N:29][CH:28]=1. (3) Given the reactants [Br:1][C:2]1[C:7]([CH3:8])=[C:6]([CH3:9])[NH:5][C:4](=[O:10])[CH:3]=1.[CH2:11](Br)[C:12]1[CH:17]=[CH:16][CH:15]=[CH:14][CH:13]=1, predict the reaction product. The product is: [Br:1][C:2]1[CH:3]=[C:4]([O:10][CH2:11][C:12]2[CH:17]=[CH:16][CH:15]=[CH:14][CH:13]=2)[N:5]=[C:6]([CH3:9])[C:7]=1[CH3:8].